Task: Predict the product of the given reaction.. Dataset: Forward reaction prediction with 1.9M reactions from USPTO patents (1976-2016) (1) Given the reactants Br[C:2]1[CH:7]=[CH:6][C:5]([CH3:8])=[CH:4][CH:3]=1.[C:9]1([CH2:15][CH2:16][NH2:17])[CH2:14][CH2:13][CH2:12][CH2:11][CH:10]=1, predict the reaction product. The product is: [CH3:8][C:5]1[CH:6]=[CH:7][C:2]([NH:17][CH2:16][CH2:15][C:9]2[CH2:14][CH2:13][CH2:12][CH2:11][CH:10]=2)=[CH:3][CH:4]=1. (2) Given the reactants [CH3:1][O:2][C:3]1[CH:8]=[CH:7][C:6]([C:9]2[O:13][C:12]([CH3:14])=[C:11]([CH:15]([NH:20][C:21]3[CH:26]=[CH:25][C:24]([C:27]([N:29]([CH3:37])[CH2:30][CH2:31][C:32]([O:34]CC)=[O:33])=[O:28])=[CH:23][CH:22]=3)[CH2:16][CH:17]([CH3:19])[CH3:18])[CH:10]=2)=[CH:5][CH:4]=1, predict the reaction product. The product is: [CH3:1][O:2][C:3]1[CH:8]=[CH:7][C:6]([C:9]2[O:13][C:12]([CH3:14])=[C:11]([CH:15]([NH:20][C:21]3[CH:22]=[CH:23][C:24]([C:27]([N:29]([CH3:37])[CH2:30][CH2:31][C:32]([OH:34])=[O:33])=[O:28])=[CH:25][CH:26]=3)[CH2:16][CH:17]([CH3:19])[CH3:18])[CH:10]=2)=[CH:5][CH:4]=1. (3) Given the reactants [CH:1]1([NH:6][C:7]2[N:12]=[C:11]([C:13]3[C:14]([C:28]4[CH:33]=[CH:32][C:31]([O:34][CH3:35])=[CH:30][CH:29]=4)=[N:15][N:16]4[C:21]([NH:22][CH2:23][CH2:24][CH2:25][CH2:26][NH2:27])=[CH:20][CH:19]=[CH:18][C:17]=34)[CH:10]=[CH:9][N:8]=2)[CH2:5][CH2:4][CH2:3][CH2:2]1.C(N(CC)CC)C.C1C(=O)N([O:50][C:51]([CH2:53][CH2:54][CH2:55][CH2:56][C@@H:57]2[S:61][CH2:60][C@@H:59]3[NH:62][C:63]([NH:65][C@H:58]23)=[O:64])=O)C(=O)C1.O, predict the reaction product. The product is: [O:64]=[C:63]1[NH:62][C@H:59]2[CH2:60][S:61][C@@H:57]([CH2:56][CH2:55][CH2:54][CH2:53][C:51]([NH:27][CH2:26][CH2:25][CH2:24][CH2:23][NH:22][C:21]3[N:16]4[N:15]=[C:14]([C:28]5[CH:29]=[CH:30][C:31]([O:34][CH3:35])=[CH:32][CH:33]=5)[C:13]([C:11]5[CH:10]=[CH:9][N:8]=[C:7]([NH:6][CH:1]6[CH2:2][CH2:3][CH2:4][CH2:5]6)[N:12]=5)=[C:17]4[CH:18]=[CH:19][CH:20]=3)=[O:50])[C@H:58]2[NH:65]1. (4) Given the reactants OC(C(F)(F)F)=O.[CH3:8][N:9]([C:23]1[CH:28]=[CH:27][C:26]([N+:29]([O-:31])=[O:30])=[CH:25][CH:24]=1)[CH2:10][CH2:11]OS(C1C=CC(C)=CC=1)(=O)=O.C(N(CC)CC)C.[NH:39]1[CH2:44][CH2:43][CH2:42][CH2:41][CH2:40]1, predict the reaction product. The product is: [CH3:8][N:9]([C:23]1[CH:24]=[CH:25][C:26]([N+:29]([O-:31])=[O:30])=[CH:27][CH:28]=1)[CH2:10][CH2:11][N:39]1[CH2:44][CH2:43][CH2:42][CH2:41][CH2:40]1. (5) Given the reactants I[C:2]1[CH:10]=[CH:9][CH:8]=[C:7]2[C:3]=1[C:4](=[O:12])[C:5](=[O:11])[NH:6]2.CN(C)C=O.[H-].[Na+].CI, predict the reaction product. The product is: [NH:6]1[C:7]2[C:3](=[CH:2][CH:10]=[CH:9][CH:8]=2)[C:4](=[O:12])[C:5]1=[O:11].